Dataset: CYP2D6 inhibition data for predicting drug metabolism from PubChem BioAssay. Task: Regression/Classification. Given a drug SMILES string, predict its absorption, distribution, metabolism, or excretion properties. Task type varies by dataset: regression for continuous measurements (e.g., permeability, clearance, half-life) or binary classification for categorical outcomes (e.g., BBB penetration, CYP inhibition). Dataset: cyp2d6_veith. (1) The compound is CCOC(=O)CC(NC(=O)c1ccc(C)cc1)c1ccc(C)cc1. The result is 0 (non-inhibitor). (2) The molecule is Cc1noc(C)c1-c1ccc2ncnc(N(C)C)c2c1. The result is 0 (non-inhibitor). (3) The compound is O=C(NCc1cccnc1)C1c2ccccc2C(=O)N1C1CCCCCCC1. The result is 0 (non-inhibitor). (4) The drug is COc1cc(/C=C\C(=O)N2CCC=CC2=O)cc(OC)c1OC. The result is 0 (non-inhibitor). (5) The compound is CN(C)CCn1c(C(=O)O)cc2ccccc21.Cl. The result is 0 (non-inhibitor). (6) The molecule is COc1ccccc1-c1nccc(NC2CCNCC2)n1. The result is 0 (non-inhibitor). (7) The molecule is N[C@H](C(=O)O)[C@@H]1[C@@H](C(=O)O)C1(F)F. The result is 1 (inhibitor). (8) The compound is COc1cc(/C=C2\SC(=S)N(Nc3ccccc3)C2=O)cc(OC)c1OC. The result is 0 (non-inhibitor).